Dataset: Catalyst prediction with 721,799 reactions and 888 catalyst types from USPTO. Task: Predict which catalyst facilitates the given reaction. (1) Reactant: [Br:1][C:2]1[CH:23]=[CH:22][C:5]2[N:6]([CH2:9][C:10]3[CH:21]=[CH:20][C:13]4[N:14]=[C:15](S(C)=O)[S:16][C:12]=4[CH:11]=3)[CH:7]=[N:8][C:4]=2[CH:3]=1.[NH2:24][C@@H:25]1[CH2:30][CH2:29][CH2:28][CH2:27][C@H:26]1[OH:31].CCN(C(C)C)C(C)C.O. Product: [Br:1][C:2]1[CH:23]=[CH:22][C:5]2[N:6]([CH2:9][C:10]3[CH:21]=[CH:20][C:13]4[N:14]=[C:15]([NH:24][C@@H:25]5[CH2:30][CH2:29][CH2:28][CH2:27][C@H:26]5[OH:31])[S:16][C:12]=4[CH:11]=3)[CH:7]=[N:8][C:4]=2[CH:3]=1. The catalyst class is: 44. (2) Reactant: [O:1]1[CH2:6][CH:5]=[C:4]([C:7]2[S:8][C:9]([C:13]3[N:17]4[N:18]=[C:19]([CH3:27])[CH:20]=[C:21]([CH:22]([CH2:25][CH3:26])[CH2:23][CH3:24])[C:16]4=[N:15][C:14]=3[CH3:28])=[C:10]([CH3:12])[N:11]=2)[CH2:3][CH2:2]1. Product: [CH2:23]([CH:22]([C:21]1[C:16]2[N:17]([C:13]([C:9]3[S:8][C:7]([CH:4]4[CH2:5][CH2:6][O:1][CH2:2][CH2:3]4)=[N:11][C:10]=3[CH3:12])=[C:14]([CH3:28])[N:15]=2)[N:18]=[C:19]([CH3:27])[CH:20]=1)[CH2:25][CH3:26])[CH3:24]. The catalyst class is: 63. (3) The catalyst class is: 14. Product: [CH:1]1([N:5]2[CH2:11][CH2:10][C:9]3[CH:12]=[CH:13][C:14]([C:16]([OH:18])=[O:17])=[CH:15][C:8]=3[CH2:7][CH2:6]2)[CH2:2][CH2:3][CH2:4]1. Reactant: [CH:1]1([N:5]2[CH2:11][CH2:10][C:9]3[CH:12]=[CH:13][C:14]([C:16]([O:18]CC)=[O:17])=[CH:15][C:8]=3[CH2:7][CH2:6]2)[CH2:4][CH2:3][CH2:2]1.[OH-].[Na+].Cl. (4) Reactant: C(OC(=O)[NH:10][CH2:11][CH:12]1[CH2:17][CH2:16][N:15]([CH2:18][C:19]2([OH:25])[CH2:24][CH2:23][O:22][CH2:21][CH2:20]2)[CH2:14][CH2:13]1)C1C=CC=CC=1. Product: [NH2:10][CH2:11][CH:12]1[CH2:17][CH2:16][N:15]([CH2:18][C:19]2([OH:25])[CH2:24][CH2:23][O:22][CH2:21][CH2:20]2)[CH2:14][CH2:13]1. The catalyst class is: 43. (5) The catalyst class is: 2. Product: [Cl:1][CH2:2][C:3]([NH:13][C:10]1[CH:11]=[CH:12][C:7]([I:6])=[CH:8][CH:9]=1)=[O:4]. Reactant: [Cl:1][CH2:2][C:3](Cl)=[O:4].[I:6][C:7]1[CH:12]=[CH:11][C:10]([NH2:13])=[CH:9][CH:8]=1.C(N(CC)CC)C. (6) Reactant: N1C=CN=C1.[Si:6](Cl)([C:9]([CH3:12])([CH3:11])[CH3:10])([CH3:8])[CH3:7].[CH3:14][N:15]([C:19]1[CH:24]=[CH:23][C:22]([N+:25]([O-:27])=[O:26])=[C:21]([CH3:28])[CH:20]=1)[CH2:16][CH2:17][OH:18]. Product: [C:9]([Si:6]([CH3:8])([CH3:7])[O:18][CH2:17][CH2:16][N:15]([CH3:14])[C:19]1[CH:24]=[CH:23][C:22]([N+:25]([O-:27])=[O:26])=[C:21]([CH3:28])[CH:20]=1)([CH3:12])([CH3:11])[CH3:10]. The catalyst class is: 42. (7) Reactant: C[C:2]1(C)[CH:6]2[CH2:7][CH2:8][C:3]1(CS(O)(=O)=O)[C:4](=O)[CH2:5]2.C(O[C:19]([C@H:21]1[C@@H:26]([NH2:27])[C@@H:25]2[CH2:28][C@H:22]1[CH2:23][CH2:24]2)=[O:20])C.C1(CCOS(C2C=CC(C)=CC=2)(=O)=O)CCCC1.C(N(CC)CC)C.[I-].[K+].[CH3:56][S:57]([NH:60][CH2:61][C:62]1[C:70]2[S:69](=[O:72])(=[O:71])[N:68]=[C:67]([CH2:73][C:74](O)=[O:75])[NH:66][C:65]=2[S:64][CH:63]=1)(=[O:59])=[O:58].Cl.CN(C)CCCN=C=NCC. Product: [CH:3]1([CH2:4][CH2:5][N:27]2[C:74](=[O:75])[C:73]([C:67]3[NH:66][C:65]4[S:64][CH:63]=[C:62]([CH2:61][NH:60][S:57]([CH3:56])(=[O:58])=[O:59])[C:70]=4[S:69](=[O:72])(=[O:71])[N:68]=3)=[C:19]([OH:20])[C@H:21]3[C@@H:26]2[C@H:25]2[CH2:28][C@@H:22]3[CH2:23][CH2:24]2)[CH2:2][CH2:6][CH2:7][CH2:8]1. The catalyst class is: 9. (8) Reactant: [Cl:1][C:2]1[CH:7]=[N:6][C:5]([C:8]([F:11])([F:10])[F:9])=[CH:4][N:3]=1.[CH:12]1([N:16]2[CH2:21][CH2:20][CH:19]([O:22][CH:23]3[CH2:28][CH2:27][NH:26][CH2:25][CH2:24]3)[CH2:18][CH2:17]2)[CH2:15][CH2:14][CH2:13]1.C(=O)([O-])[O-].[K+].[K+]. Product: [ClH:1].[CH:12]1([N:16]2[CH2:21][CH2:20][CH:19]([O:22][CH:23]3[CH2:28][CH2:27][N:26]([C:2]4[CH:7]=[N:6][C:5]([C:8]([F:11])([F:10])[F:9])=[CH:4][N:3]=4)[CH2:25][CH2:24]3)[CH2:18][CH2:17]2)[CH2:15][CH2:14][CH2:13]1. The catalyst class is: 16.